This data is from Forward reaction prediction with 1.9M reactions from USPTO patents (1976-2016). The task is: Predict the product of the given reaction. (1) Given the reactants [CH2:1]([O:3][C:4](=[O:13])[C:5]1[CH:10]=[C:9]([Cl:11])[N:8]=[C:7]([NH2:12])[CH:6]=1)[CH3:2].[C:14](OC(=O)C)(=[O:16])[CH3:15], predict the reaction product. The product is: [CH2:1]([O:3][C:4](=[O:13])[C:5]1[CH:10]=[C:9]([Cl:11])[N:8]=[C:7]([NH:12][C:14](=[O:16])[CH3:15])[CH:6]=1)[CH3:2]. (2) Given the reactants C(OC(=O)[NH:7][CH2:8]/[CH:9]=[CH:10]/[C:11]1[C:20]2[C:15](=[CH:16][C:17]([Cl:21])=[CH:18][CH:19]=2)[C:14]2=[N:22][NH:23][C:24](=[O:25])[N:13]2[CH:12]=1)(C)(C)C, predict the reaction product. The product is: [NH2:7][CH2:8]/[CH:9]=[CH:10]/[C:11]1[C:20]2[C:15](=[CH:16][C:17]([Cl:21])=[CH:18][CH:19]=2)[C:14]2=[N:22][NH:23][C:24](=[O:25])[N:13]2[CH:12]=1. (3) Given the reactants [Cl:1][C:2]1[CH:18]=[C:17]([N+:19]([O-])=O)[CH:16]=[CH:15][C:3]=1[O:4][C:5]1[CH:13]=[C:12]2[C:8]([CH2:9][NH:10][C:11]2=[O:14])=[CH:7][CH:6]=1.CO, predict the reaction product. The product is: [NH2:19][C:17]1[CH:16]=[CH:15][C:3]([O:4][C:5]2[CH:13]=[C:12]3[C:8]([CH2:9][NH:10][C:11]3=[O:14])=[CH:7][CH:6]=2)=[C:2]([Cl:1])[CH:18]=1. (4) Given the reactants [C:1]1(C=CC=C(O)C=1)O.COC1C=CC(C(Cl)=O)=CC=1.[OH:20][C:21]1[CH:26]=[C:25]([OH:27])[CH:24]=[CH:23][C:22]=1[C:28]([C:30]1[CH:35]=[CH:34][C:33]([O:36][CH3:37])=[CH:32][CH:31]=1)=[O:29].CI, predict the reaction product. The product is: [OH:20][C:21]1[CH:26]=[C:25]([O:27][CH3:1])[CH:24]=[CH:23][C:22]=1[C:28]([C:30]1[CH:35]=[CH:34][C:33]([O:36][CH3:37])=[CH:32][CH:31]=1)=[O:29]. (5) Given the reactants [CH3:1][CH:2]([CH3:6])[CH2:3][C:4]#[CH:5].Cl[C:8]([O:10][CH2:11][CH3:12])=[O:9], predict the reaction product. The product is: [CH2:11]([O:10][C:8](=[O:9])[C:5]#[C:4][CH2:3][CH:2]([CH3:6])[CH3:1])[CH3:12]. (6) Given the reactants C([O:4][CH2:5][C@H:6]1[CH2:11][CH2:10][O:9][C:8](=[O:12])[N:7]1[CH2:13][CH2:14][CH2:15][C:16]1[S:20][C:19]([C:21]([O:23][CH:24]([CH3:26])[CH3:25])=[O:22])=[CH:18][C:17]=1[Br:27])(=O)C.C[O-].[Na+], predict the reaction product. The product is: [Br:27][C:17]1[CH:18]=[C:19]([C:21]([O:23][CH:24]([CH3:26])[CH3:25])=[O:22])[S:20][C:16]=1[CH2:15][CH2:14][CH2:13][N:7]1[C@@H:6]([CH2:5][OH:4])[CH2:11][CH2:10][O:9][C:8]1=[O:12]. (7) Given the reactants [F:1][C:2]([F:22])([F:21])[C:3]1[CH:4]=[C:5]([C:9]2[S:10][C:11]3[C:16]([N:17]=2)=[C:15]([C:18]([OH:20])=O)[CH:14]=[CH:13][N:12]=3)[CH:6]=[CH:7][CH:8]=1.[S:23]1[CH:27]=[CH:26][N:25]=[C:24]1[NH2:28].CN(C(ON1N=NC2C=CC=NC1=2)=[N+](C)C)C.F[P-](F)(F)(F)(F)F.CCN(C(C)C)C(C)C, predict the reaction product. The product is: [S:23]1[CH:27]=[CH:26][N:25]=[C:24]1[NH:28][C:18]([C:15]1[CH:14]=[CH:13][N:12]=[C:11]2[S:10][C:9]([C:5]3[CH:6]=[CH:7][CH:8]=[C:3]([C:2]([F:22])([F:21])[F:1])[CH:4]=3)=[N:17][C:16]=12)=[O:20].